Dataset: Forward reaction prediction with 1.9M reactions from USPTO patents (1976-2016). Task: Predict the product of the given reaction. (1) Given the reactants [Br:1][C:2]1[CH:10]=[CH:9][CH:8]=[C:7]([C:11]([F:14])([F:13])[F:12])[C:3]=1[C:4]([OH:6])=O.CN(C)C=O.C(Cl)(=O)C(Cl)=O.[NH2:26][C:27]1[N:31]([C:32]2[CH:37]=[CH:36][C:35]([F:38])=[CH:34][CH:33]=2)[N:30]=[CH:29][C:28]=1[C:39]([NH:41][CH2:42][C:43]([CH2:49][NH2:50])([OH:48])[C:44]([F:47])([F:46])[F:45])=[O:40], predict the reaction product. The product is: [NH2:26][C:27]1[N:31]([C:32]2[CH:33]=[CH:34][C:35]([F:38])=[CH:36][CH:37]=2)[N:30]=[CH:29][C:28]=1[C:39]([NH:41][CH2:42][C:43]([CH2:49][NH:50][C:4]([C:3]1[C:7]([C:11]([F:14])([F:13])[F:12])=[CH:8][CH:9]=[CH:10][C:2]=1[Br:1])=[O:6])([OH:48])[C:44]([F:47])([F:46])[F:45])=[O:40]. (2) Given the reactants [CH2:1]1[CH2:6][CH2:5][CH:4]([N:7]=[C:8]=[N:9][CH:10]2[CH2:15][CH2:14][CH2:13][CH2:12][CH2:11]2)[CH2:3][CH2:2]1.C[O:17]C1C=C2C(=CC=1)C=C([C@H](C)C(O)=O)C=C2, predict the reaction product. The product is: [CH:10]1([NH:9][C:8](=[O:17])[NH:7][CH:4]2[CH2:3][CH2:2][CH2:1][CH2:6][CH2:5]2)[CH2:15][CH2:14][CH2:13][CH2:12][CH2:11]1. (3) The product is: [C:1]([C:4]1[C:5]([NH:28][C:29]2[CH:30]=[CH:31][C:32]([F:35])=[CH:33][CH:34]=2)=[N:6][N:7]([C:9]2([CH2:25][C:26]#[N:27])[CH2:10][CH2:11][N:12]([C:15]([O:17][C:18]([CH3:24])([CH3:23])[CH2:19][OH:20])=[O:16])[CH2:13][CH2:14]2)[CH:8]=1)(=[O:3])[NH2:2]. Given the reactants [C:1]([C:4]1[C:5]([NH:28][C:29]2[CH:34]=[CH:33][C:32]([F:35])=[CH:31][CH:30]=2)=[N:6][N:7]([C:9]2([CH2:25][C:26]#[N:27])[CH2:14][CH2:13][N:12]([C:15]([O:17][C:18]([CH3:24])([CH3:23])[C:19](OC)=[O:20])=[O:16])[CH2:11][CH2:10]2)[CH:8]=1)(=[O:3])[NH2:2].[Li+].[BH4-], predict the reaction product. (4) Given the reactants [Cl:1][C:2]1[C:3]([CH2:13][O:14]C2CCCCO2)=[C:4]([C:8](=[O:12])[CH2:9][O:10][CH3:11])[CH:5]=[N:6][CH:7]=1, predict the reaction product. The product is: [Cl:1][C:2]1[C:3]([CH2:13][OH:14])=[C:4]([C:8](=[O:12])[CH2:9][O:10][CH3:11])[CH:5]=[N:6][CH:7]=1.